The task is: Predict the product of the given reaction.. This data is from Forward reaction prediction with 1.9M reactions from USPTO patents (1976-2016). (1) Given the reactants [CH3:1][O:2][C:3](=O)[C:4]([CH3:14])([N:6]1[CH:10]=[C:9]([N+:11]([O-:13])=[O:12])[N:8]=[CH:7]1)[CH3:5].[BH4-].[Na+].CI.[H-].[Na+], predict the reaction product. The product is: [CH3:1][O:2][CH2:3][C:4]([N:6]1[CH:10]=[C:9]([N+:11]([O-:13])=[O:12])[N:8]=[CH:7]1)([CH3:14])[CH3:5]. (2) Given the reactants [C:1]([O:5][C:6]([N:8]1[CH2:14][C@@H:13]([O:15][Si:16]([C:19]([CH3:22])([CH3:21])[CH3:20])([CH3:18])[CH3:17])[C:12]2[N:23]=[CH:24][N:25](CCC#N)[C:11]=2[N:10]=[CH:9]1)=[O:7])([CH3:4])([CH3:3])[CH3:2].CC(C)([O-])C.[K+].C(O)(=O)C.C1(C)C=CC=CC=1, predict the reaction product. The product is: [C:1]([O:5][C:6]([N:8]1[CH2:14][C@@H:13]([O:15][Si:16]([C:19]([CH3:22])([CH3:21])[CH3:20])([CH3:17])[CH3:18])[C:12]2[N:23]=[CH:24][NH:25][C:11]=2[N:10]=[CH:9]1)=[O:7])([CH3:4])([CH3:2])[CH3:3]. (3) Given the reactants [C:1]([O:5][C:6]([NH:8][C@H:9]([CH2:14][C:15]1[CH:20]=[CH:19][CH:18]=[CH:17][CH:16]=1)[CH2:10][C:11]([OH:13])=O)=[O:7])([CH3:4])([CH3:3])[CH3:2].CCN(C(C)C)C(C)C.CCOC(C(C#N)=NOC(N1CCOCC1)=[N+](C)C)=O.F[P-](F)(F)(F)(F)F.[CH3:57][O:58][C:59]1[CH:60]=[C:61]([C:67]2[CH2:68][C:69]([CH3:81])([CH3:80])[C:70](=[O:79])[N:71]([CH:73]3[CH2:78][CH2:77][NH:76][CH2:75][CH2:74]3)[N:72]=2)[CH:62]=[CH:63][C:64]=1[O:65][CH3:66].C(=O)(O)[O-].[Na+], predict the reaction product. The product is: [CH3:57][O:58][C:59]1[CH:60]=[C:61]([C:67]2[CH2:68][C:69]([CH3:81])([CH3:80])[C:70](=[O:79])[N:71]([CH:73]3[CH2:74][CH2:75][N:76]([C:11](=[O:13])[CH2:10][C@H:9]([NH:8][C:6](=[O:7])[O:5][C:1]([CH3:2])([CH3:3])[CH3:4])[CH2:14][C:15]4[CH:20]=[CH:19][CH:18]=[CH:17][CH:16]=4)[CH2:77][CH2:78]3)[N:72]=2)[CH:62]=[CH:63][C:64]=1[O:65][CH3:66]. (4) Given the reactants [Br:1][C:2]1[CH:15]=[CH:14][C:5]([CH2:6][CH:7](C(O)=O)[C:8]([OH:10])=[O:9])=[CH:4][CH:3]=1, predict the reaction product. The product is: [Br:1][C:2]1[CH:3]=[CH:4][C:5]([CH2:6][CH2:7][C:8]([OH:10])=[O:9])=[CH:14][CH:15]=1. (5) Given the reactants [Si](C=[N+]=[N-])(C)(C)[CH3:2].[C:8]([O:12][C:13]([N:15]1[CH2:20][CH2:19][CH:18]([CH2:21][C:22]([OH:24])=[O:23])[CH2:17][CH2:16]1)=[O:14])([CH3:11])([CH3:10])[CH3:9], predict the reaction product. The product is: [CH3:2][O:23][C:22](=[O:24])[CH2:21][CH:18]1[CH2:19][CH2:20][N:15]([C:13]([O:12][C:8]([CH3:11])([CH3:9])[CH3:10])=[O:14])[CH2:16][CH2:17]1. (6) Given the reactants [CH:1]([O:4][C:5]([N:7]1[CH2:12][CH2:11][CH:10]([O:13][C@@H:14]([C:16]([OH:18])=O)[CH3:15])[CH2:9][CH2:8]1)=[O:6])([CH3:3])[CH3:2].CC[N:21]=C=NCCCN(C)C.C1C=CC2N(O)N=NC=2C=1.N.O1CCOCC1, predict the reaction product. The product is: [CH:1]([O:4][C:5]([N:7]1[CH2:12][CH2:11][CH:10]([O:13][C@@H:14]([C:16](=[O:18])[NH2:21])[CH3:15])[CH2:9][CH2:8]1)=[O:6])([CH3:3])[CH3:2]. (7) The product is: [CH3:1][O:2][C:3]([C:4]1[C:5]([CH3:6])=[N:7][O:18][C:9]=1[C:10]1[CH:15]=[CH:14][C:13]([Br:16])=[C:12]([Cl:17])[CH:11]=1)=[O:19]. Given the reactants [CH3:1][O:2][C:3](=[O:19])[CH:4]([C:9](=[O:18])[C:10]1[CH:15]=[CH:14][C:13]([Br:16])=[C:12]([Cl:17])[CH:11]=1)/[C:5](=[N:7]/C)/[CH3:6].Cl.NO, predict the reaction product.